From a dataset of Full USPTO retrosynthesis dataset with 1.9M reactions from patents (1976-2016). Predict the reactants needed to synthesize the given product. (1) Given the product [C:2]([NH:21][C:22]1[C:31]2[C:26](=[CH:27][C:28]([O:34][CH3:35])=[C:29]([O:32][CH3:33])[CH:30]=2)[N:25]=[C:24]([CH2:36][NH:37][CH2:38][CH2:39][CH2:40][NH:41][C:42]([CH:44]2[CH2:48][CH2:47][CH2:46][O:45]2)=[O:43])[N:23]=1)(=[O:1])[CH3:3], predict the reactants needed to synthesize it. The reactants are: [O:1]1CC[CH2:3][CH:2]1C(O)=O.C1N=CN(C(N2C=NC=C2)=O)C=1.[NH2:21][C:22]1[C:31]2[C:26](=[CH:27][C:28]([O:34][CH3:35])=[C:29]([O:32][CH3:33])[CH:30]=2)[N:25]=[C:24]([CH2:36][NH:37][CH2:38][CH2:39][CH2:40][NH:41][C:42]([CH:44]2[CH2:48][CH2:47][CH2:46][O:45]2)=[O:43])[N:23]=1. (2) Given the product [Cl:1][C:2]1[C:3]([F:42])=[C:4]([C@@H:8]2[C@:12]([C:15]3[CH:20]=[CH:19][C:18]([Cl:21])=[CH:17][C:16]=3[F:22])([C:13]#[N:14])[C@H:11]([CH2:23][C:24]([CH3:26])([CH3:27])[CH3:25])[NH:10][C@H:9]2[C:28]([NH:30][C:31]2[CH:39]=[CH:38][C:34]([C:35]([O:37][CH2:45][CH2:44][I:43])=[O:36])=[CH:33][C:32]=2[O:40][CH3:41])=[O:29])[CH:5]=[CH:6][CH:7]=1, predict the reactants needed to synthesize it. The reactants are: [Cl:1][C:2]1[C:3]([F:42])=[C:4]([C@@H:8]2[C@:12]([C:15]3[CH:20]=[CH:19][C:18]([Cl:21])=[CH:17][C:16]=3[F:22])([C:13]#[N:14])[C@H:11]([CH2:23][C:24]([CH3:27])([CH3:26])[CH3:25])[NH:10][C@H:9]2[C:28]([NH:30][C:31]2[CH:39]=[CH:38][C:34]([C:35]([OH:37])=[O:36])=[CH:33][C:32]=2[O:40][CH3:41])=[O:29])[CH:5]=[CH:6][CH:7]=1.[I:43][CH:44](O)[CH3:45].O=C1N(P(Cl)(N2CCOC2=O)=O)CCO1.C(N(CC)CC)C. (3) The reactants are: [CH3:1][O:2][C:3]1[CH:8]=[C:7]([N+:9]([O-:11])=[O:10])[CH:6]=[CH:5][C:4]=1[N:12]=[C:13]=[O:14].[NH2:15][C:16]1[CH:21]=[N:20][CH:19]=[CH:18][N:17]=1. Given the product [CH3:1][O:2][C:3]1[CH:8]=[C:7]([N+:9]([O-:11])=[O:10])[CH:6]=[CH:5][C:4]=1[NH:12][C:13]([NH:15][C:16]1[CH:21]=[N:20][CH:19]=[CH:18][N:17]=1)=[O:14], predict the reactants needed to synthesize it.